This data is from NCI-60 drug combinations with 297,098 pairs across 59 cell lines. The task is: Regression. Given two drug SMILES strings and cell line genomic features, predict the synergy score measuring deviation from expected non-interaction effect. (1) Drug 1: CC1=C2C(C(=O)C3(C(CC4C(C3C(C(C2(C)C)(CC1OC(=O)C(C(C5=CC=CC=C5)NC(=O)OC(C)(C)C)O)O)OC(=O)C6=CC=CC=C6)(CO4)OC(=O)C)O)C)O. Drug 2: CC1C(C(CC(O1)OC2CC(OC(C2O)C)OC3=CC4=CC5=C(C(=O)C(C(C5)C(C(=O)C(C(C)O)O)OC)OC6CC(C(C(O6)C)O)OC7CC(C(C(O7)C)O)OC8CC(C(C(O8)C)O)(C)O)C(=C4C(=C3C)O)O)O)O. Cell line: 786-0. Synergy scores: CSS=52.0, Synergy_ZIP=4.36, Synergy_Bliss=7.32, Synergy_Loewe=5.73, Synergy_HSA=6.07. (2) Cell line: KM12. Drug 2: C1C(C(OC1N2C=NC3=C(N=C(N=C32)Cl)N)CO)O. Synergy scores: CSS=26.2, Synergy_ZIP=-2.54, Synergy_Bliss=3.03, Synergy_Loewe=-1.04, Synergy_HSA=4.41. Drug 1: C1CN1P(=S)(N2CC2)N3CC3. (3) Drug 1: CC12CCC3C(C1CCC2O)C(CC4=C3C=CC(=C4)O)CCCCCCCCCS(=O)CCCC(C(F)(F)F)(F)F. Drug 2: CN(CCCl)CCCl.Cl. Cell line: NCI-H522. Synergy scores: CSS=32.7, Synergy_ZIP=1.44, Synergy_Bliss=3.04, Synergy_Loewe=0.466, Synergy_HSA=4.30. (4) Drug 1: CC1C(C(CC(O1)OC2CC(OC(C2O)C)OC3=CC4=CC5=C(C(=O)C(C(C5)C(C(=O)C(C(C)O)O)OC)OC6CC(C(C(O6)C)O)OC7CC(C(C(O7)C)O)OC8CC(C(C(O8)C)O)(C)O)C(=C4C(=C3C)O)O)O)O. Drug 2: CN1C2=C(C=C(C=C2)N(CCCl)CCCl)N=C1CCCC(=O)O.Cl. Cell line: OVCAR-5. Synergy scores: CSS=11.2, Synergy_ZIP=0.751, Synergy_Bliss=1.67, Synergy_Loewe=-54.5, Synergy_HSA=-0.0202. (5) Drug 1: C(CCl)NC(=O)N(CCCl)N=O. Drug 2: CC12CCC3C(C1CCC2OP(=O)(O)O)CCC4=C3C=CC(=C4)OC(=O)N(CCCl)CCCl.[Na+]. Cell line: M14. Synergy scores: CSS=6.53, Synergy_ZIP=-3.22, Synergy_Bliss=2.03, Synergy_Loewe=0.993, Synergy_HSA=-0.0344. (6) Drug 1: CCN(CC)CCCC(C)NC1=C2C=C(C=CC2=NC3=C1C=CC(=C3)Cl)OC. Drug 2: CC1CCCC2(C(O2)CC(NC(=O)CC(C(C(=O)C(C1O)C)(C)C)O)C(=CC3=CSC(=N3)C)C)C. Cell line: OVCAR-8. Synergy scores: CSS=64.9, Synergy_ZIP=3.13, Synergy_Bliss=2.25, Synergy_Loewe=-9.45, Synergy_HSA=2.48.